This data is from Reaction yield outcomes from USPTO patents with 853,638 reactions. The task is: Predict the reaction yield, written as a fraction of the theoretical maximum amount of product (1.0 means a 100% yield; for example, 0.34 means a 34% yield). (1) The reactants are C[O:2][C:3]1[CH:12]=[CH:11][C:10]2[NH:9][C:8](=[O:13])[C:7]3[S:14][CH:15]=[CH:16][C:6]=3[C:5]=2[C:4]=1[C:17]1[CH:22]=[CH:21][C:20]([C:23]2([C:26]#[N:27])[CH2:25][CH2:24]2)=[CH:19][CH:18]=1.BrB(Br)Br. No catalyst specified. The product is [OH:2][C:3]1[CH:12]=[CH:11][C:10]2[NH:9][C:8](=[O:13])[C:7]3[S:14][CH:15]=[CH:16][C:6]=3[C:5]=2[C:4]=1[C:17]1[CH:22]=[CH:21][C:20]([C:23]2([C:26]#[N:27])[CH2:24][CH2:25]2)=[CH:19][CH:18]=1. The yield is 0.280. (2) The reactants are [OH:1][C:2]1[C:11]([CH3:12])=[C:10]2[C:5]([C:6]([CH3:26])=[C:7]([CH2:14][N:15]3[C:19](=[O:20])[C:18]4=[CH:21][CH:22]=[CH:23][CH:24]=[C:17]4[C:16]3=[O:25])[C:8](=[O:13])[O:9]2)=[CH:4][CH:3]=1.C(=O)([O-])[O-].[K+].[K+].Cl[CH2:34][C:35](=[O:37])[CH3:36].CC(C)=O. The catalyst is C(Cl)Cl. The product is [CH3:26][C:6]1[C:5]2[C:10](=[C:11]([CH3:12])[C:2]([O:1][CH2:34][C:35](=[O:37])[CH3:36])=[CH:3][CH:4]=2)[O:9][C:8](=[O:13])[C:7]=1[CH2:14][N:15]1[C:16](=[O:25])[C:17]2=[CH:24][CH:23]=[CH:22][CH:21]=[C:18]2[C:19]1=[O:20]. The yield is 0.871.